From a dataset of Catalyst prediction with 721,799 reactions and 888 catalyst types from USPTO. Predict which catalyst facilitates the given reaction. Reactant: [NH:1]1[C:9]2[C:4](=[CH:5][CH:6]=[CH:7][CH:8]=2)[C:3](C(O)=O)=[CH:2]1.C([N:15]([CH2:18]C)CC)C.C1(P(N=[N+]=[N-])(C2C=CC=CC=2)=[O:27])C=CC=CC=1.[C:37]1([C:43]2[N:47]=[C:46]([N:48]3[CH2:53][CH2:52][NH:51][CH2:50][CH2:49]3)[S:45][N:44]=2)[CH:42]=[CH:41][CH:40]=[CH:39][CH:38]=1. Product: [NH:1]1[C:9]2[C:4](=[CH:5][CH:6]=[CH:7][CH:8]=2)[C:3]([NH:15][C:18]([N:51]2[CH2:52][CH2:53][N:48]([C:46]3[S:45][N:44]=[C:43]([C:37]4[CH:38]=[CH:39][CH:40]=[CH:41][CH:42]=4)[N:47]=3)[CH2:49][CH2:50]2)=[O:27])=[CH:2]1. The catalyst class is: 93.